From a dataset of Full USPTO retrosynthesis dataset with 1.9M reactions from patents (1976-2016). Predict the reactants needed to synthesize the given product. (1) Given the product [Cl:7][C:6]1[S:5][C:4]([C:8]([NH:10][C@@H:11]([CH2:21][C:22]2[CH:27]=[CH:26][CH:25]=[CH:24][C:23]=2[C:28]([F:31])([F:30])[F:29])[CH2:12][NH:13][C:14](=[O:20])[O:15][C:16]([CH3:19])([CH3:18])[CH3:17])=[O:9])=[CH:3][C:2]=1[C:45]1[N:49]([CH3:50])[N:48]=[CH:47][CH:46]=1, predict the reactants needed to synthesize it. The reactants are: Br[C:2]1[CH:3]=[C:4]([C:8]([NH:10][C@@H:11]([CH2:21][C:22]2[CH:27]=[CH:26][CH:25]=[CH:24][C:23]=2[C:28]([F:31])([F:30])[F:29])[CH2:12][NH:13][C:14](=[O:20])[O:15][C:16]([CH3:19])([CH3:18])[CH3:17])=[O:9])[S:5][C:6]=1[Cl:7].C([O-])([O-])=O.[K+].[K+].CC1(C)COB([C:45]2[N:49]([CH3:50])[N:48]=[CH:47][CH:46]=2)OC1. (2) Given the product [CH2:26]([N:21]1[CH2:22][CH2:23][CH2:24][CH2:25][CH:20]1[CH2:19][C:16]1[CH:15]=[CH:14][C:13]([C:9]2[N:8]=[C:38]([NH2:35])[CH:37]=[CH:11][CH:10]=2)=[CH:18][CH:17]=1)[C:27]1[CH:28]=[CH:29][CH:30]=[CH:31][CH:32]=1, predict the reactants needed to synthesize it. The reactants are: CC1NC(C)=CC=1C1C=[CH:11][CH:10]=[C:9]([C:13]2[CH:18]=[CH:17][C:16]([CH2:19][CH:20]3[CH2:25][CH2:24][CH2:23][CH2:22][N:21]3[CH2:26][C:27]3[CH:32]=[CH:31][CH:30]=[CH:29][CH:28]=3)=[CH:15][CH:14]=2)[N:8]=1.Cl.[NH2:35]O.[CH2:37](O)[CH3:38].Cl. (3) Given the product [CH2:13]([C:17]1[N:18]=[C:19]([CH3:47])[N:20]([CH2:39][C:40]2[CH:45]=[CH:44][C:43]([CH3:46])=[CH:42][N:41]=2)[C:21](=[O:38])[C:22]=1[CH2:23][C:24]1[CH:25]=[CH:26][C:27]([C:30]2[CH:35]=[CH:34][CH:33]=[CH:32][C:31]=2[C:36]2[NH:3][C:4](=[O:7])[O:5][N:37]=2)=[CH:28][CH:29]=1)[CH2:14][CH2:15][CH3:16], predict the reactants needed to synthesize it. The reactants are: [Cl-].O[NH3+:3].[C:4](=[O:7])([O-])[OH:5].[Na+].CS(C)=O.[CH2:13]([C:17]1[N:18]=[C:19]([CH3:47])[N:20]([CH2:39][C:40]2[CH:45]=[CH:44][C:43]([CH3:46])=[CH:42][N:41]=2)[C:21](=[O:38])[C:22]=1[CH2:23][C:24]1[CH:29]=[CH:28][C:27]([C:30]2[C:31]([C:36]#[N:37])=[CH:32][CH:33]=[CH:34][CH:35]=2)=[CH:26][CH:25]=1)[CH2:14][CH2:15][CH3:16]. (4) Given the product [N+:25]([C:21]1[N:20]=[C:19]([N:4]2[CH2:5][CH2:6][N:1]([CH2:7][CH2:8][NH:9][C:10]([CH:12]3[CH2:17][CH2:16][CH2:15][CH2:14][CH2:13]3)=[O:11])[CH2:2][CH2:3]2)[CH:24]=[CH:23][CH:22]=1)([O-:27])=[O:26], predict the reactants needed to synthesize it. The reactants are: [N:1]1([CH2:7][CH2:8][NH:9][C:10]([CH:12]2[CH2:17][CH2:16][CH2:15][CH2:14][CH2:13]2)=[O:11])[CH2:6][CH2:5][NH:4][CH2:3][CH2:2]1.Cl[C:19]1[CH:24]=[CH:23][CH:22]=[C:21]([N+:25]([O-:27])=[O:26])[N:20]=1.C(N(C(C)C)CC)(C)C. (5) Given the product [N+:2]([C:5]1[CH:6]=[CH:7][C:8]([N:11]2[CH2:12][CH2:13][CH:14]([N:17]3[CH2:22][CH2:21][N:20]([CH:25]4[CH2:26][O:23][CH2:24]4)[CH2:19][CH2:18]3)[CH2:15][CH2:16]2)=[CH:9][CH:10]=1)([O-:4])=[O:3], predict the reactants needed to synthesize it. The reactants are: Cl.[N+:2]([C:5]1[CH:10]=[CH:9][C:8]([N:11]2[CH2:16][CH2:15][CH:14]([N:17]3[CH2:22][CH2:21][NH:20][CH2:19][CH2:18]3)[CH2:13][CH2:12]2)=[CH:7][CH:6]=1)([O-:4])=[O:3].[O:23]1[CH2:26][C:25](=O)[CH2:24]1.C(O[BH-](OC(=O)C)OC(=O)C)(=O)C.[Na+].C(=O)([O-])O.[Na+]. (6) Given the product [Br:1][C:2]1[C:3]([F:13])=[CH:4][C:5]2[S:10][C:9]([NH2:11])=[N:8][C:6]=2[CH:7]=1, predict the reactants needed to synthesize it. The reactants are: [Br:1][C:2]1[C:3]([F:13])=[CH:4][C:5](F)=[C:6]([NH:8][C:9]([NH2:11])=[S:10])[CH:7]=1.[H-].[Na+]. (7) Given the product [NH2:1][C:2]1[C:7]([S:8]([NH:17][C:13]([CH3:16])([CH3:15])[CH3:14])(=[O:10])=[O:9])=[CH:6][C:5]([Br:12])=[CH:4][N:3]=1, predict the reactants needed to synthesize it. The reactants are: [NH2:1][C:2]1[C:7]([S:8](Cl)(=[O:10])=[O:9])=[CH:6][C:5]([Br:12])=[CH:4][N:3]=1.[C:13]([NH2:17])([CH3:16])([CH3:15])[CH3:14]. (8) Given the product [Cl:1][C:2]1[CH:10]=[C:6]([CH2:7][OH:8])[C:5]([O:11][CH3:12])=[CH:4][C:3]=1[C:13]#[N:14], predict the reactants needed to synthesize it. The reactants are: [Cl:1][C:2]1[C:3]([C:13]#[N:14])=[CH:4][C:5]([O:11][CH3:12])=[C:6]([CH:10]=1)[C:7](O)=[O:8].B.CSC.O.